Dataset: Full USPTO retrosynthesis dataset with 1.9M reactions from patents (1976-2016). Task: Predict the reactants needed to synthesize the given product. (1) The reactants are: [F:1][C:2]([F:14])([F:13])[CH2:3][O:4][P:5]([O-:12])[O:6][CH2:7][C:8]([F:11])([F:10])[F:9].C1CCN2C(=NCCC2)CC1.[C:26]1([C:32]([C:46]2[CH:51]=[CH:50][CH:49]=[CH:48][CH:47]=2)([C:40]2[CH:45]=[CH:44][CH:43]=[CH:42][CH:41]=2)[N:33]2[CH:37]=[C:36]([CH2:38]Cl)[N:35]=[CH:34]2)[CH:31]=[CH:30][CH:29]=[CH:28][CH:27]=1. Given the product [F:14][C:2]([F:1])([F:13])[CH2:3][O:4][P:5]([CH2:38][C:36]1[N:35]=[CH:34][N:33]([C:32]([C:26]2[CH:31]=[CH:30][CH:29]=[CH:28][CH:27]=2)([C:40]2[CH:41]=[CH:42][CH:43]=[CH:44][CH:45]=2)[C:46]2[CH:51]=[CH:50][CH:49]=[CH:48][CH:47]=2)[CH:37]=1)(=[O:12])[O:6][CH2:7][C:8]([F:11])([F:9])[F:10], predict the reactants needed to synthesize it. (2) Given the product [Cl:17][C:8]1[NH:7][C:6]2[CH:11]=[CH:12][C:3]([C:2]([F:14])([F:13])[F:1])=[CH:4][C:5]=2[N:9]=1, predict the reactants needed to synthesize it. The reactants are: [F:1][C:2]([F:14])([F:13])[C:3]1[CH:12]=[CH:11][C:6]2[NH:7][C:8](=O)[NH:9][C:5]=2[CH:4]=1.O=P(Cl)(Cl)[Cl:17]. (3) Given the product [C:4]([O:8][C:9]([N:11]1[CH2:16][CH2:15][N:14]([C:17]([O:19][C:20]([CH3:23])([CH3:22])[CH3:21])=[O:18])[CH2:13][CH:12]1[CH2:24][CH2:25][C:1]#[N:2])=[O:10])([CH3:7])([CH3:6])[CH3:5], predict the reactants needed to synthesize it. The reactants are: [C-:1]#[N:2].[K+].[C:4]([O:8][C:9]([N:11]1[CH2:16][CH2:15][N:14]([C:17]([O:19][C:20]([CH3:23])([CH3:22])[CH3:21])=[O:18])[CH2:13][CH:12]1[CH2:24][CH2:25]Br)=[O:10])([CH3:7])([CH3:6])[CH3:5]. (4) Given the product [NH2:7][C:8]1[N:9]=[C:10]([CH3:27])[C:11]2[CH:17]=[C:16]([C:18]#[CH:19])[C:15](=[O:24])[N:14]([CH2:25][CH3:26])[C:12]=2[N:13]=1, predict the reactants needed to synthesize it. The reactants are: C(=O)([O-])[O-].[K+].[K+].[NH2:7][C:8]1[N:9]=[C:10]([CH3:27])[C:11]2[CH:17]=[C:16]([C:18]#[C:19][Si](C)(C)C)[C:15](=[O:24])[N:14]([CH2:25][CH3:26])[C:12]=2[N:13]=1. (5) Given the product [F:1][C:2]1[CH:3]=[C:4]([NH:8][C:9]([C:11]2[NH:12][C:13]3[C:18]([CH:19]=2)=[CH:17][C:16]([CH:20]2[CH2:24][CH2:23][N:22]([C:25]([O:26][CH:32]([CH3:34])[CH3:33])=[O:28])[CH2:21]2)=[CH:15][CH:14]=3)=[O:10])[CH:5]=[N:6][CH:7]=1, predict the reactants needed to synthesize it. The reactants are: [F:1][C:2]1[CH:3]=[C:4]([NH:8][C:9]([C:11]2[NH:12][C:13]3[C:18]([CH:19]=2)=[CH:17][C:16]([CH:20]2[CH2:24][CH2:23][NH:22][CH2:21]2)=[CH:15][CH:14]=3)=[O:10])[CH:5]=[N:6][CH:7]=1.[C:25](=[O:28])([O-])[O-:26].[K+].[K+].Br[CH:32]([CH3:34])[CH3:33]. (6) Given the product [I:19][C:15]1[CH:14]=[C:13]2[C:18]([C:10]3[CH2:9][CH2:8][NH:7][C:6]4([C:11]=3[NH:12]2)[CH2:32][CH2:33][O:28][CH2:29][CH2:30]4)=[CH:17][CH:16]=1, predict the reactants needed to synthesize it. The reactants are: C(O[C:6](=O)[NH:7][CH2:8][CH2:9][C:10]1[C:18]2[C:13](=[CH:14][C:15]([I:19])=[CH:16][CH:17]=2)[NH:12][CH:11]=1)(C)(C)C.C(O)(C(F)(F)F)=O.[O:28]1[CH2:33][CH2:32]C(=O)[CH2:30][CH2:29]1. (7) Given the product [OH:17][C:12]1[O:11][C:7](=[O:10])[CH2:8][C:13]=1[CH2:14][CH2:15][CH3:16], predict the reactants needed to synthesize it. The reactants are: N1CCOCC1.[C:7]([OH:11])(=[O:10])[CH:8]=O.[CH:12](=[O:17])[CH2:13][CH2:14][CH2:15][CH3:16].Cl.